This data is from NCI-60 drug combinations with 297,098 pairs across 59 cell lines. The task is: Regression. Given two drug SMILES strings and cell line genomic features, predict the synergy score measuring deviation from expected non-interaction effect. (1) Drug 1: CC1CCC2CC(C(=CC=CC=CC(CC(C(=O)C(C(C(=CC(C(=O)CC(OC(=O)C3CCCCN3C(=O)C(=O)C1(O2)O)C(C)CC4CCC(C(C4)OC)O)C)C)O)OC)C)C)C)OC. Drug 2: CC1CCCC2(C(O2)CC(NC(=O)CC(C(C(=O)C(C1O)C)(C)C)O)C(=CC3=CSC(=N3)C)C)C. Cell line: NCI-H226. Synergy scores: CSS=32.9, Synergy_ZIP=-2.87, Synergy_Bliss=-2.51, Synergy_Loewe=-8.49, Synergy_HSA=-0.538. (2) Drug 2: C1=NC2=C(N=C(N=C2N1C3C(C(C(O3)CO)O)F)Cl)N. Cell line: HOP-92. Drug 1: CN(C)C1=NC(=NC(=N1)N(C)C)N(C)C. Synergy scores: CSS=38.3, Synergy_ZIP=3.04, Synergy_Bliss=4.28, Synergy_Loewe=-28.8, Synergy_HSA=3.77. (3) Drug 1: C1=CC(=CC=C1CC(C(=O)O)N)N(CCCl)CCCl.Cl. Drug 2: C1C(C(OC1N2C=NC3=C(N=C(N=C32)Cl)N)CO)O. Cell line: M14. Synergy scores: CSS=10.9, Synergy_ZIP=-3.22, Synergy_Bliss=3.71, Synergy_Loewe=-7.32, Synergy_HSA=0.427. (4) Drug 1: CC1=C2C(C(=O)C3(C(CC4C(C3C(C(C2(C)C)(CC1OC(=O)C(C(C5=CC=CC=C5)NC(=O)OC(C)(C)C)O)O)OC(=O)C6=CC=CC=C6)(CO4)OC(=O)C)O)C)O. Drug 2: CCC1=C2CN3C(=CC4=C(C3=O)COC(=O)C4(CC)O)C2=NC5=C1C=C(C=C5)O. Cell line: DU-145. Synergy scores: CSS=22.7, Synergy_ZIP=3.64, Synergy_Bliss=5.05, Synergy_Loewe=-32.7, Synergy_HSA=-0.659. (5) Synergy scores: CSS=-7.52, Synergy_ZIP=2.99, Synergy_Bliss=-1.41, Synergy_Loewe=-6.90, Synergy_HSA=-7.27. Drug 2: CC12CCC3C(C1CCC2OP(=O)(O)O)CCC4=C3C=CC(=C4)OC(=O)N(CCCl)CCCl.[Na+]. Cell line: SK-OV-3. Drug 1: CC1=C(C=C(C=C1)NC(=O)C2=CC=C(C=C2)CN3CCN(CC3)C)NC4=NC=CC(=N4)C5=CN=CC=C5.